From a dataset of Blood-brain barrier permeability regression values from the B3DB database. Regression/Classification. Given a drug SMILES string, predict its absorption, distribution, metabolism, or excretion properties. Task type varies by dataset: regression for continuous measurements (e.g., permeability, clearance, half-life) or binary classification for categorical outcomes (e.g., BBB penetration, CYP inhibition). For this dataset (b3db_regression), we predict Y. (1) The drug is C1=CN(C(=N1)[N+](=O)[O-])CCCF. The Y is -0.240 log(BB ratio). (2) The Y is 0.240 log(BB ratio). The molecule is COC1=C(C=C(C=C1)N2C(=NN=N2)C(F)(F)F)CNC3CCCNC3C4=CC=CC=C4. (3) The drug is CC1CN(CCN1)C2=NC3=C(C=C2)N=C(C4=CN=CN43)NC5=C(C=CC=C5Cl)C. The Y is -0.220 log(BB ratio). (4) The molecule is C(=C(Cl)Cl)Cl. The Y is 0.300 log(BB ratio). (5) The drug is CC(=O)OC1C(SC2=CC=CC=C2N(C1=O)CCN(C)C)C3=CC=C(C=C3)OC. The Y is 0.300 log(BB ratio). (6) The drug is CC1=CN(C(=O)NC1=O)[C@@H]2C[C@@H]([C@@H](O2)CO)N=[N+]=[N-]. The Y is -0.720 log(BB ratio). (7) The drug is C(CSC(=N)N)F. The Y is -0.270 log(BB ratio). (8) The drug is CN(C)CCC=C1C2=CC=CC=C2C=CC3=CC=CC=C31. The Y is 1.06 log(BB ratio). (9) The Y is -0.280 log(BB ratio). The molecule is CC1=CC(=CC(=C1NC2=NCCN2)C)Br. (10) The drug is CC(C)C[C@H]1C(=O)N2CCC[C@H]2[C@]3(N1C(=O)[C@](O3)(C(C)C)NC(=O)[C@H]4CN([C@@H]5CC6=C(NC7=CC=CC(=C67)C5=C4)Br)C)O. The Y is -1.10 log(BB ratio).